From a dataset of Reaction yield outcomes from USPTO patents with 853,638 reactions. Predict the reaction yield, written as a fraction of the theoretical maximum amount of product (1.0 means a 100% yield; for example, 0.34 means a 34% yield). (1) The yield is 0.460. The reactants are [O:1]=[C:2]1[C:6]2[C:7]([NH:26][C:27]3[CH:28]=[C:29]([CH3:33])[CH:30]=[CH:31][CH:32]=3)=[N:8][C:9]([NH:11][C@@H:12]3[CH2:17][CH2:16][CH2:15][CH2:14][C@@H:13]3[NH:18][C:19](=[O:25])[O:20][C:21]([CH3:24])([CH3:23])[CH3:22])=[CH:10][C:5]=2[CH2:4][NH:3]1.[B-](F)(F)(F)[F:35].[B-](F)(F)(F)F.C1[N+]2(CCl)CC[N+](F)(CC2)C1. No catalyst specified. The product is [F:35][C:10]1[C:5]2[CH2:4][NH:3][C:2](=[O:1])[C:6]=2[C:7]([NH:26][C:27]2[CH:28]=[C:29]([CH3:33])[CH:30]=[CH:31][CH:32]=2)=[N:8][C:9]=1[NH:11][C@@H:12]1[CH2:17][CH2:16][CH2:15][CH2:14][C@@H:13]1[NH:18][C:19](=[O:25])[O:20][C:21]([CH3:24])([CH3:23])[CH3:22]. (2) The product is [Br:1][C:2]1[CH:7]=[CH:6][C:5]([N+:8]([O-:10])=[O:9])=[C:4]([N:16]2[CH2:17][CH2:18][CH:13]([CH3:12])[CH2:14][CH2:15]2)[CH:3]=1. The yield is 0.640. The reactants are [Br:1][C:2]1[CH:7]=[CH:6][C:5]([N+:8]([O-:10])=[O:9])=[C:4](F)[CH:3]=1.[CH3:12][CH:13]1[CH2:18][CH2:17][NH:16][CH2:15][CH2:14]1. The catalyst is O. (3) The reactants are [Cl:1][C:2]1[CH:7]=[CH:6][C:5]([S:8][CH:9]2[C:13]([CH3:14])=[N:12][N:11]([C:15]3[N:20]=[C:19]([C:21]4[CH:26]=[CH:25][CH:24]=[CH:23][N:22]=4)[CH:18]=[CH:17][N:16]=3)[C:10]2=[O:27])=[CH:4][CH:3]=1.[C:28](=O)([O-])[O-].[K+].[K+].IC.O. The catalyst is CC(C)=O. The product is [Cl:1][C:2]1[CH:7]=[CH:6][C:5]([S:8][C:9]2[C:13]([CH3:14])=[N:12][N:11]([C:15]3[N:20]=[C:19]([C:21]4[CH:26]=[CH:25][CH:24]=[CH:23][N:22]=4)[CH:18]=[CH:17][N:16]=3)[C:10]=2[O:27][CH3:28])=[CH:4][CH:3]=1. The yield is 0.0200. (4) The product is [CH2:1]([NH:3][C:4]([N:18]1[CH2:22][CH:21]([CH2:23][CH3:24])[CH:20]=[N:19]1)=[N:5][S:6]([C:9]1[CH:10]=[C:11]2[C:15](=[CH:16][CH:17]=1)[NH:14][CH:13]=[CH:12]2)(=[O:7])=[O:8])[CH3:2]. The catalyst is C1(C)C=CC=CC=1.[Pd]. The reactants are [CH2:1]([NH:3][C:4]([N:18]1[CH2:22][CH:21]([CH2:23][CH3:24])[CH:20]=[N:19]1)=[N:5][S:6]([C:9]1[CH:10]=[C:11]2[C:15](=[CH:16][CH:17]=1)[NH:14][CH2:13][CH2:12]2)(=[O:8])=[O:7])[CH3:2]. The yield is 0.660.